This data is from Reaction yield outcomes from USPTO patents with 853,638 reactions. The task is: Predict the reaction yield, written as a fraction of the theoretical maximum amount of product (1.0 means a 100% yield; for example, 0.34 means a 34% yield). (1) The reactants are Cl.[C:2]([O:6][NH2:7])([CH3:5])([CH3:4])[CH3:3].C(N(C(C)C)CC)(C)C.[C:17]([O:21][C:22](=[O:33])[CH2:23][CH:24]([C:28]([O:30][CH2:31][CH3:32])=[O:29])[C:25](O)=[O:26])([CH3:20])([CH3:19])[CH3:18].C1C=CC2N(O)N=NC=2C=1.C(Cl)CCl. The catalyst is C1COCC1. The product is [CH2:31]([O:30][C:28](=[O:29])[CH:24]([C:25](=[O:26])[NH:7][O:6][C:2]([CH3:5])([CH3:4])[CH3:3])[CH2:23][C:22]([O:21][C:17]([CH3:18])([CH3:20])[CH3:19])=[O:33])[CH3:32]. The yield is 0.660. (2) The reactants are Br[C:2]1[CH:3]=[CH:4][C:5]2[O:14][CH2:13][CH2:12][C:11]3[S:10][C:9]([C:15]4[N:16]([CH:20]([CH3:22])[CH3:21])[N:17]=[CH:18][N:19]=4)=[N:8][C:7]=3[C:6]=2[CH:23]=1.[F:24][C:25]([F:36])([F:35])[C:26]1[C:31](B(O)O)=[CH:30][CH:29]=[CH:28][N:27]=1. No catalyst specified. The product is [CH:20]([N:16]1[C:15]([C:9]2[S:10][C:11]3[CH2:12][CH2:13][O:14][C:5]4[CH:4]=[CH:3][C:2]([C:31]5[C:26]([C:25]([F:36])([F:35])[F:24])=[N:27][CH:28]=[CH:29][CH:30]=5)=[CH:23][C:6]=4[C:7]=3[N:8]=2)=[N:19][CH:18]=[N:17]1)([CH3:22])[CH3:21]. The yield is 0.250. (3) The reactants are [CH3:1][C:2]1[C:10]2[C:5](=[N:6][CH:7]=[N:8][C:9]=2[NH2:11])[NH:4][N:3]=1.C(=O)([O-])[O-].[Cs+].[Cs+].[I-].[K+].[Cl:20][C:21]1[C:22]([F:44])=[C:23]([CH:33]2[CH2:36][N:35]([C:37]([O:39][C:40]([CH3:43])([CH3:42])[CH3:41])=[O:38])[CH2:34]2)[C:24]([O:30][CH2:31][CH3:32])=[C:25]([CH:27](Cl)[CH3:28])[CH:26]=1. The catalyst is CN(C=O)C. The product is [NH2:11][C:9]1[N:8]=[CH:7][N:6]=[C:5]2[N:4]([CH:27]([C:25]3[C:24]([O:30][CH2:31][CH3:32])=[C:23]([CH:33]4[CH2:34][N:35]([C:37]([O:39][C:40]([CH3:42])([CH3:41])[CH3:43])=[O:38])[CH2:36]4)[C:22]([F:44])=[C:21]([Cl:20])[CH:26]=3)[CH3:28])[N:3]=[C:2]([CH3:1])[C:10]=12. The yield is 0.630.